Dataset: Full USPTO retrosynthesis dataset with 1.9M reactions from patents (1976-2016). Task: Predict the reactants needed to synthesize the given product. Given the product [NH2:1][C:2]1[N:7]=[C:6]([OH:8])[C:5]([C:9]([NH:21][CH2:20][C:14]2[CH:15]=[CH:16][C:17]([Cl:19])=[CH:18][C:13]=2[Cl:12])=[O:11])=[CH:4][N:3]=1, predict the reactants needed to synthesize it. The reactants are: [NH2:1][C:2]1[N:7]=[C:6]([OH:8])[C:5]([C:9]([OH:11])=O)=[CH:4][N:3]=1.[Cl:12][C:13]1[CH:18]=[C:17]([Cl:19])[CH:16]=[CH:15][C:14]=1[CH2:20][NH2:21].F[P-](F)(F)(F)(F)F.N1(OC(N(C)C)=[N+](C)C)C2N=CC=CC=2N=N1.[Cl-].[NH4+].